From a dataset of Full USPTO retrosynthesis dataset with 1.9M reactions from patents (1976-2016). Predict the reactants needed to synthesize the given product. (1) Given the product [CH3:17][O:12][C:5]1[CH:6]2[CH2:11][CH:1]3[CH2:9][CH:8]([CH2:10][CH:3]([CH2:2]3)[N:4]=1)[CH2:7]2, predict the reactants needed to synthesize it. The reactants are: [CH:1]12[CH2:11][CH:6]3[CH2:7][CH:8]([CH2:10][CH:3]([NH:4][C:5]3=[O:12])[CH2:2]1)[CH2:9]2.O(C)S([C:17](F)(F)F)(=O)=O. (2) Given the product [F:35][C:33]1[CH:34]=[C:29]([C:4](=[O:5])[NH:2][C:1]2[S:19][C:15]3[CH2:14][CH2:13][C:12]4[C:21](=[CH:22][CH:23]=[CH:24][C:11]=4[CH2:10][CH2:9][CH:8]([O:7][CH3:6])[CH2:25][CH2:26][CH3:27])[C:16]=3[N:17]=2)[CH:30]=[C:31]([F:44])[C:32]=1[CH:36]=[C:37]([CH3:43])[C:38]([O:40][CH2:41][CH3:42])=[O:39], predict the reactants needed to synthesize it. The reactants are: [CH3:1][N:2]([CH:4]=[O:5])C.[CH3:6][O:7][CH:8]([CH2:25][CH2:26][CH3:27])[CH2:9][CH2:10][C:11]1[CH:24]=[CH:23][CH:22]=[C:21]2[C:12]=1[CH2:13][CH2:14][C:15]1[S:19]C(N)=[N:17][C:16]=12.Br[C:29]1[CH:34]=[C:33]([F:35])[C:32]([CH:36]=[C:37]([CH3:43])[C:38]([O:40][CH2:41][CH3:42])=[O:39])=[C:31]([F:44])[CH:30]=1.C(N(CC)CC)C. (3) Given the product [CH3:22][O:23][CH:24]1[CH:28]([C:29]2[CH:30]=[CH:31][C:32]([C:35]3[CH:40]=[CH:39][C:38]([C:41]#[N:42])=[CH:37][CH:36]=3)=[CH:33][CH:34]=2)[CH2:27][CH:26]([O:43][CH3:44])[O:25]1, predict the reactants needed to synthesize it. The reactants are: C1(C2C=CC=CC=2)C=CC(C2CC(OC)OC2OC)=CC=1.[CH3:22][O:23][CH:24]1[C:28]([C:29]2[CH:34]=[CH:33][C:32]([C:35]3[CH:40]=[CH:39][C:38]([C:41]#[N:42])=[CH:37][CH:36]=3)=[CH:31][CH:30]=2)=[CH:27][CH:26]([O:43][CH3:44])[O:25]1. (4) Given the product [C:61]([NH:1][C:2]1[CH:3]=[C:4]([CH:49]=[CH:50][CH:51]=1)[C:5]([NH:7][C:8]1[CH:13]=[C:12]([C:14]2[NH:22][C:21]3[C:20]4([CH2:27][CH2:26][CH2:25][N:24]([C:28]([O:30][C:31]([CH3:34])([CH3:33])[CH3:32])=[O:29])[CH2:23]4)[CH2:19][N:18]([CH2:35][C:36]4[C:41]([O:42][CH3:43])=[CH:40][C:39]([O:44][CH3:45])=[CH:38][C:37]=4[O:46][CH3:47])[C:17](=[O:48])[C:16]=3[CH:15]=2)[CH:11]=[CH:10][N:9]=1)=[O:6])(=[O:64])[CH:62]=[CH2:63], predict the reactants needed to synthesize it. The reactants are: [NH2:1][C:2]1[CH:3]=[C:4]([CH:49]=[CH:50][CH:51]=1)[C:5]([NH:7][C:8]1[CH:13]=[C:12]([C:14]2[NH:22][C:21]3[C:20]4([CH2:27][CH2:26][CH2:25][N:24]([C:28]([O:30][C:31]([CH3:34])([CH3:33])[CH3:32])=[O:29])[CH2:23]4)[CH2:19][N:18]([CH2:35][C:36]4[C:41]([O:42][CH3:43])=[CH:40][C:39]([O:44][CH3:45])=[CH:38][C:37]=4[O:46][CH3:47])[C:17](=[O:48])[C:16]=3[CH:15]=2)[CH:11]=[CH:10][N:9]=1)=[O:6].C(N(C(C)C)CC)(C)C.[C:61](Cl)(=[O:64])[CH:62]=[CH2:63]. (5) Given the product [O:1]1[C:5]2[CH:6]=[CH:7][C:8]([C:10]3[C:11]([O:30][CH2:31][CH2:32][O:33][C:35]4[N:40]=[CH:39][C:38]([S:41]([CH3:44])(=[O:43])=[O:42])=[CH:37][N:36]=4)=[N:12][N:13]([CH3:29])[C:14]=3[NH:15][S:16]([C:19]3[CH:24]=[CH:23][C:22]([C:25]([CH3:28])([CH3:26])[CH3:27])=[CH:21][CH:20]=3)(=[O:18])=[O:17])=[CH:9][C:4]=2[O:3][CH2:2]1, predict the reactants needed to synthesize it. The reactants are: [O:1]1[C:5]2[CH:6]=[CH:7][C:8]([C:10]3[C:11]([O:30][CH2:31][CH2:32][OH:33])=[N:12][N:13]([CH3:29])[C:14]=3[NH:15][S:16]([C:19]3[CH:24]=[CH:23][C:22]([C:25]([CH3:28])([CH3:27])[CH3:26])=[CH:21][CH:20]=3)(=[O:18])=[O:17])=[CH:9][C:4]=2[O:3][CH2:2]1.Cl[C:35]1[N:40]=[CH:39][C:38]([S:41]([CH3:44])(=[O:43])=[O:42])=[CH:37][N:36]=1. (6) The reactants are: NCCNC[C:6]1[N:11]=[C:10]([C:12]2[CH:17]=[CH:16][C:15]([Cl:18])=[CH:14][C:13]=2[Cl:19])[C:9]([C:20]2[NH:21][CH:22]=[CH:23][N:24]=2)=[CH:8][N:7]=1.Cl[C:26]1[CH:31]=[CH:30][C:29]([N+:32]([O-:34])=[O:33])=[C:28]([NH2:35])[N:27]=1. Given the product [Cl:19][C:13]1[CH:14]=[C:15]([Cl:18])[CH:16]=[CH:17][C:12]=1[C:10]1[C:9]([C:20]2[NH:24][CH:23]=[CH:22][N:21]=2)=[CH:8][N:7]=[C:6]([N:21]([CH3:20])[CH2:22][CH2:23][NH:24][C:26]2[CH:31]=[CH:30][C:29]([N+:32]([O-:34])=[O:33])=[C:28]([NH2:35])[N:27]=2)[N:11]=1, predict the reactants needed to synthesize it. (7) Given the product [CH3:1][O:2][C:3]1[CH:8]=[C:7]([N:9]2[CH2:10][CH2:11][N:12]([CH3:15])[CH2:13][CH2:14]2)[CH:6]=[CH:5][C:4]=1[NH:16][C:17]1[S:21][C:20]([C:22]([OH:24])=[O:23])=[N:19][N:18]=1, predict the reactants needed to synthesize it. The reactants are: [CH3:1][O:2][C:3]1[CH:8]=[C:7]([N:9]2[CH2:14][CH2:13][N:12]([CH3:15])[CH2:11][CH2:10]2)[CH:6]=[CH:5][C:4]=1[NH:16][C:17]1[S:21][C:20]([C:22]([O:24]CC)=[O:23])=[N:19][N:18]=1.O[Li].O. (8) Given the product [CH2:16]([C:18]1[C:22]2[CH:23]=[CH:24][C:25]([C:27]([F:30])([F:28])[F:29])=[CH:26][C:21]=2[S:20][C:19]=1[CH2:31][CH2:32][CH2:33][OH:34])[CH3:17], predict the reactants needed to synthesize it. The reactants are: BrC1C=CC2SC(CCCO)=C(C)C=2C=1.[CH2:16]([C:18]1[C:22]2[CH:23]=[CH:24][C:25]([C:27]([F:30])([F:29])[F:28])=[CH:26][C:21]=2[S:20][C:19]=1[CH2:31][CH2:32][C:33](OCC)=[O:34])[CH3:17]. (9) Given the product [Br:1][C:2]1[CH:3]=[C:4]([S:9]([N:14]([CH3:15])[CH3:13])(=[O:11])=[O:10])[CH:5]=[C:6]([CH3:8])[CH:7]=1, predict the reactants needed to synthesize it. The reactants are: [Br:1][C:2]1[CH:3]=[C:4]([S:9](Cl)(=[O:11])=[O:10])[CH:5]=[C:6]([CH3:8])[CH:7]=1.[CH3:13][NH:14][CH3:15]. (10) The reactants are: [CH2:1]([N:8]1[C:16]2[C:11](=[CH:12][CH:13]=[C:14]([C:17](O)=[O:18])[CH:15]=2)[C:10]([C:20](=[O:31])[NH:21][CH2:22][C:23]2[CH:28]=[CH:27][C:26]([F:29])=[C:25]([F:30])[CH:24]=2)=[C:9]1[CH:32]([CH3:34])[CH3:33])[C:2]1[CH:7]=[CH:6][CH:5]=[CH:4][CH:3]=1.C(Cl)CCl.[NH2:39][NH2:40]. Given the product [CH2:1]([N:8]1[C:16]2[C:11](=[CH:12][CH:13]=[C:14]([C:17]([NH:39][NH2:40])=[O:18])[CH:15]=2)[C:10]([C:20]([NH:21][CH2:22][C:23]2[CH:28]=[CH:27][C:26]([F:29])=[C:25]([F:30])[CH:24]=2)=[O:31])=[C:9]1[CH:32]([CH3:34])[CH3:33])[C:2]1[CH:7]=[CH:6][CH:5]=[CH:4][CH:3]=1, predict the reactants needed to synthesize it.